This data is from Full USPTO retrosynthesis dataset with 1.9M reactions from patents (1976-2016). The task is: Predict the reactants needed to synthesize the given product. (1) Given the product [Cl-:8].[CH2:1]([N+:9]1[CH:14]=[CH:13][C:12]([CH3:15])=[CH:11][CH:10]=1)[C:2]1[CH:7]=[CH:6][CH:5]=[CH:4][CH:3]=1, predict the reactants needed to synthesize it. The reactants are: [CH2:1]([Cl:8])[C:2]1[CH:7]=[CH:6][CH:5]=[CH:4][CH:3]=1.[N:9]1[CH:14]=[CH:13][C:12]([CH3:15])=[CH:11][CH:10]=1. (2) The reactants are: [C:1]([O:5][C:6]([N:8]1[CH2:13][CH2:12][CH:11]([C:14]([OH:16])=O)[CH2:10][CH2:9]1)=[O:7])([CH3:4])([CH3:3])[CH3:2].O[N:18]1C2C=CC=CC=2N=N1.C(N(CC)CC)C.[N:34]1[CH:39]=[CH:38][CH:37]=[C:36]([CH2:40][CH2:41][CH2:42][CH:43](O)[CH2:44][CH2:45][CH2:46][C:47]2[CH:48]=[N:49][CH:50]=[CH:51][CH:52]=2)[CH:35]=1.Cl.CN(C)CCCN=C=NCC. Given the product [C:1]([O:5][C:6]([N:8]1[CH2:9][CH2:10][CH:11]([C:14](=[O:16])[NH:18][CH:43]([CH2:44][CH2:45][CH2:46][C:47]2[CH:48]=[N:49][CH:50]=[CH:51][CH:52]=2)[CH2:42][CH2:41][CH2:40][C:36]2[CH:35]=[N:34][CH:39]=[CH:38][CH:37]=2)[CH2:12][CH2:13]1)=[O:7])([CH3:2])([CH3:3])[CH3:4], predict the reactants needed to synthesize it. (3) Given the product [NH3:19].[CH2:1]([O:8][C:9]1[CH:14]=[CH:13][C:12]([O:15][CH2:39][CH2:40][CH2:41][CH2:42][CH2:43][CH2:44][CH2:45][N:46]([C:47]([O:48][C:49]([CH3:52])([CH3:51])[CH3:50])=[O:53])[C:32]([O:34][C:2]([CH3:7])([CH3:3])[CH3:1])=[O:35])=[CH:11][C:10]=1[C@@H:16]([C:26]1[CH:27]=[CH:28][CH:29]=[CH:30][CH:31]=1)[CH2:17][CH2:18][N:19]([CH:20]([CH3:22])[CH3:21])[CH:23]([CH3:24])[CH3:25])[C:2]1[CH:3]=[CH:4][CH:5]=[CH:6][CH:7]=1, predict the reactants needed to synthesize it. The reactants are: [CH2:1]([O:8][C:9]1[CH:14]=[CH:13][C:12]([OH:15])=[CH:11][C:10]=1[C@@H:16]([C:26]1[CH:31]=[CH:30][CH:29]=[CH:28][CH:27]=1)[CH2:17][CH2:18][N:19]([CH:23]([CH3:25])[CH3:24])[CH:20]([CH3:22])[CH3:21])[C:2]1[CH:7]=[CH:6][CH:5]=[CH:4][CH:3]=1.[C:32](=[O:35])([O-:34])[O-].[Cs+].[Cs+].Br[CH2:39][CH2:40][CH2:41][CH2:42][CH2:43][CH2:44][CH2:45][NH:46][C:47](=[O:53])[O:48][C:49]([CH3:52])([CH3:51])[CH3:50].O.